This data is from Reaction yield outcomes from USPTO patents with 853,638 reactions. The task is: Predict the reaction yield, written as a fraction of the theoretical maximum amount of product (1.0 means a 100% yield; for example, 0.34 means a 34% yield). (1) The reactants are [CH3:1][O:2][C:3]([C:5]1[S:6][C:7]([C:11]2[CH:16]=[CH:15][CH:14]=[CH:13][CH:12]=2)=[CH:8][C:9]=1[NH2:10])=[O:4].[CH:17]([CH:19]1[CH2:24][CH2:23][CH2:22][N:21]([C:25](OCC2C=CC=CC=2)=O)[CH2:20]1)=O.C1([SiH3])C=CC=CC=1. The catalyst is C1COCC1.CCOC(C)=O.C([Sn](Cl)(Cl)CCCC)CCC. The product is [CH3:1][O:2][C:3]([C:5]1[S:6][C:7]([C:11]2[CH:16]=[CH:15][CH:14]=[CH:13][CH:12]=2)=[CH:8][C:9]=1[NH:10][CH2:17][CH:19]1[CH2:24][CH2:23][CH2:22][N:21]([CH3:25])[CH2:20]1)=[O:4]. The yield is 0.510. (2) The reactants are [NH2:1][C:2]1[C:16]([Br:17])=[CH:15][C:5]2[C:6]([C:12](O)=[O:13])=[C:7]([CH:9]3[CH2:11][CH2:10]3)[O:8][C:4]=2[CH:3]=1.C[CH2:19][N:20]=C=NCCCN(C)C.C1C=CC2N(O)N=NC=2C=1.CN.Cl. The catalyst is CN(C=O)C.CCN(CC)CC. The product is [NH2:1][C:2]1[C:16]([Br:17])=[CH:15][C:5]2[C:6]([C:12]([NH:20][CH3:19])=[O:13])=[C:7]([CH:9]3[CH2:11][CH2:10]3)[O:8][C:4]=2[CH:3]=1. The yield is 0.780.